Dataset: Peptide-MHC class I binding affinity with 185,985 pairs from IEDB/IMGT. Task: Regression. Given a peptide amino acid sequence and an MHC pseudo amino acid sequence, predict their binding affinity value. This is MHC class I binding data. (1) The peptide sequence is RKAKIIRDY. The MHC is HLA-A02:01 with pseudo-sequence HLA-A02:01. The binding affinity (normalized) is 0. (2) The peptide sequence is SLYKYLLLR. The MHC is HLA-B57:01 with pseudo-sequence HLA-B57:01. The binding affinity (normalized) is 0.0847. (3) The peptide sequence is KTSTLIFFV. The MHC is Mamu-B17 with pseudo-sequence Mamu-B17. The binding affinity (normalized) is 0.123. (4) The peptide sequence is YLVSFGVWIR. The MHC is Patr-A0101 with pseudo-sequence Patr-A0101. The binding affinity (normalized) is 0.299. (5) The peptide sequence is HFKPPKFRA. The MHC is HLA-A30:01 with pseudo-sequence HLA-A30:01. The binding affinity (normalized) is 0.798. (6) The MHC is HLA-A29:02 with pseudo-sequence HLA-A29:02. The binding affinity (normalized) is 0. The peptide sequence is GEKSRCYSIY. (7) The MHC is HLA-A26:01 with pseudo-sequence HLA-A26:01. The peptide sequence is MHEDIISLW. The binding affinity (normalized) is 0.